This data is from Forward reaction prediction with 1.9M reactions from USPTO patents (1976-2016). The task is: Predict the product of the given reaction. Given the reactants [CH3:1][C:2]1([CH3:13])[CH2:11][CH2:10][C:9]2[C:4](=[CH:5][C:6]([OH:12])=[CH:7][CH:8]=2)[O:3]1.Br[CH2:15][C:16]1[C:28]([Cl:29])=[CH:27][C:19]([C:20]([O:22][C:23]([CH3:26])([CH3:25])[CH3:24])=[O:21])=[C:18]([F:30])[CH:17]=1.C(=O)([O-])[O-].[K+].[K+], predict the reaction product. The product is: [Cl:29][C:28]1[C:16]([CH2:15][O:12][C:6]2[CH:5]=[C:4]3[C:9]([CH2:10][CH2:11][C:2]([CH3:13])([CH3:1])[O:3]3)=[CH:8][CH:7]=2)=[CH:17][C:18]([F:30])=[C:19]([CH:27]=1)[C:20]([O:22][C:23]([CH3:24])([CH3:25])[CH3:26])=[O:21].